This data is from NCI-60 drug combinations with 297,098 pairs across 59 cell lines. The task is: Regression. Given two drug SMILES strings and cell line genomic features, predict the synergy score measuring deviation from expected non-interaction effect. (1) Drug 1: C1CCC(CC1)NC(=O)N(CCCl)N=O. Drug 2: CC1=C2C(C(=O)C3(C(CC4C(C3C(C(C2(C)C)(CC1OC(=O)C(C(C5=CC=CC=C5)NC(=O)C6=CC=CC=C6)O)O)OC(=O)C7=CC=CC=C7)(CO4)OC(=O)C)O)C)OC(=O)C. Cell line: NCIH23. Synergy scores: CSS=42.5, Synergy_ZIP=-4.96, Synergy_Bliss=1.45, Synergy_Loewe=-18.4, Synergy_HSA=2.09. (2) Drug 1: C1CCC(C1)C(CC#N)N2C=C(C=N2)C3=C4C=CNC4=NC=N3. Drug 2: CC1C(C(CC(O1)OC2CC(OC(C2O)C)OC3=CC4=CC5=C(C(=O)C(C(C5)C(C(=O)C(C(C)O)O)OC)OC6CC(C(C(O6)C)O)OC7CC(C(C(O7)C)O)OC8CC(C(C(O8)C)O)(C)O)C(=C4C(=C3C)O)O)O)O. Cell line: DU-145. Synergy scores: CSS=8.53, Synergy_ZIP=-3.03, Synergy_Bliss=1.94, Synergy_Loewe=2.05, Synergy_HSA=2.02. (3) Drug 1: C1CCC(CC1)NC(=O)N(CCCl)N=O. Drug 2: CCC1=C2CN3C(=CC4=C(C3=O)COC(=O)C4(CC)O)C2=NC5=C1C=C(C=C5)O. Cell line: EKVX. Synergy scores: CSS=15.7, Synergy_ZIP=-3.70, Synergy_Bliss=0.721, Synergy_Loewe=-1.87, Synergy_HSA=1.97. (4) Drug 1: CN(C)C1=NC(=NC(=N1)N(C)C)N(C)C. Drug 2: CCC(=C(C1=CC=CC=C1)C2=CC=C(C=C2)OCCN(C)C)C3=CC=CC=C3.C(C(=O)O)C(CC(=O)O)(C(=O)O)O. Cell line: SK-MEL-28. Synergy scores: CSS=-5.13, Synergy_ZIP=3.26, Synergy_Bliss=3.13, Synergy_Loewe=-2.96, Synergy_HSA=-1.86.